Task: Regression. Given a peptide amino acid sequence and an MHC pseudo amino acid sequence, predict their binding affinity value. This is MHC class II binding data.. Dataset: Peptide-MHC class II binding affinity with 134,281 pairs from IEDB (1) The peptide sequence is AFLLLGLAGNSSPSA. The MHC is DRB1_0701 with pseudo-sequence DRB1_0701. The binding affinity (normalized) is 0.0783. (2) The peptide sequence is KEAFHGLDVKFHTQA. The MHC is DRB1_1101 with pseudo-sequence DRB1_1101. The binding affinity (normalized) is 0.738. (3) The peptide sequence is MKINRQILDNAAKYV. The MHC is HLA-DPA10201-DPB10501 with pseudo-sequence HLA-DPA10201-DPB10501. The binding affinity (normalized) is 0.242. (4) The peptide sequence is SSFLSQEYSGSVANEA. The MHC is H-2-IAb with pseudo-sequence H-2-IAb. The binding affinity (normalized) is 0.841. (5) The peptide sequence is AEEVEKIEKTEEPAP. The MHC is DRB1_1101 with pseudo-sequence DRB1_1101. The binding affinity (normalized) is 0.269. (6) The peptide sequence is AFAATHNPWASQRF. The MHC is DRB1_0802 with pseudo-sequence DRB1_0802. The binding affinity (normalized) is 0.516. (7) The peptide sequence is EPFPKRVWEQIFSTW. The MHC is HLA-DQA10501-DQB10301 with pseudo-sequence HLA-DQA10501-DQB10301. The binding affinity (normalized) is 0.163. (8) The peptide sequence is SSKVTITDTTIGTGD. The MHC is HLA-DQA10102-DQB10502 with pseudo-sequence HLA-DQA10102-DQB10502. The binding affinity (normalized) is 0.